Dataset: Catalyst prediction with 721,799 reactions and 888 catalyst types from USPTO. Task: Predict which catalyst facilitates the given reaction. (1) Reactant: C(O[C:6]([N:8](C)[CH2:9][CH:10]([C:25]1[CH:30]=[CH:29][CH:28]=[CH:27][CH:26]=1)[O:11][C:12]1[C:17]([C:18]([O:20]CC)=[O:19])=[CH:16][N:15]=[C:14]([S:23][CH3:24])[N:13]=1)=O)(C)(C)C.FC(F)(F)C(O)=O.[OH-].[Li+]. Product: [CH3:6][NH:8][CH2:9][CH:10]([C:25]1[CH:26]=[CH:27][CH:28]=[CH:29][CH:30]=1)[O:11][C:12]1[C:17]([C:18]([OH:20])=[O:19])=[CH:16][N:15]=[C:14]([S:23][CH3:24])[N:13]=1. The catalyst class is: 2. (2) Reactant: C([O:4][C@H:5]1[CH2:22][CH2:21][C@@:20]2([CH3:23])[C@@H:7]([CH2:8][CH2:9][C@:10]3([CH3:42])[C@@H:19]2[CH2:18][CH2:17][C@H:16]2[C@@:11]3([CH3:41])[CH2:12][CH2:13][C@@:14]3([CH2:31][CH2:32][NH:33][C:34]([O:36][C:37]([CH3:40])([CH3:39])[CH3:38])=[O:35])[CH2:26][C:25](=[O:27])[C:24]([CH:28]([CH3:30])[CH3:29])=[C:15]32)[C:6]1([CH3:44])[CH3:43])(=O)C.[OH-].[Na+].O.CCOC(C)=O. Product: [C:37]([O:36][C:34](=[O:35])[NH:33][CH2:32][CH2:31][C@:14]12[CH2:26][C:25](=[O:27])[C:24]([CH:28]([CH3:29])[CH3:30])=[C:15]1[C@@H:16]1[C@@:11]([CH3:41])([CH2:12][CH2:13]2)[C@@:10]2([CH3:42])[C@@H:19]([C@:20]3([CH3:23])[C@@H:7]([CH2:8][CH2:9]2)[C:6]([CH3:43])([CH3:44])[C@@H:5]([OH:4])[CH2:22][CH2:21]3)[CH2:18][CH2:17]1)([CH3:38])([CH3:39])[CH3:40]. The catalyst class is: 92. (3) Reactant: [O:1]=[C:2]1[C:7]([C:8](=[O:16])[NH:9][C:10]2[CH:15]=[CH:14][N:13]=[CH:12][CH:11]=2)=[CH:6][CH:5]=[CH:4][N:3]1[CH:17]1[C:25]2[CH:24]=[CH:23][CH:22]=[C:21]([C:26](O)=[O:27])[C:20]=2[CH2:19][CH2:18]1.CCN=C=NCCCN(C)C.Cl.C1C=CC2N(O)N=NC=2C=1.CCN(CC)CC.[CH3:58][NH2:59].Cl. Product: [CH3:58][NH:59][C:26]([C:21]1[CH:22]=[CH:23][CH:24]=[C:25]2[C:20]=1[CH2:19][CH2:18][CH:17]2[N:3]1[CH:4]=[CH:5][CH:6]=[C:7]([C:8]([NH:9][C:10]2[CH:15]=[CH:14][N:13]=[CH:12][CH:11]=2)=[O:16])[C:2]1=[O:1])=[O:27]. The catalyst class is: 34. (4) Reactant: [Br:1][C:2]1[CH:3]=[CH:4][C:5]([F:9])=[C:6]([OH:8])[CH:7]=1.I[CH2:11][CH2:12][CH2:13][F:14].C([O-])([O-])=O.[Cs+].[Cs+]. Product: [Br:1][C:2]1[CH:3]=[CH:4][C:5]([F:9])=[C:6]([O:8][CH2:11][CH2:12][CH2:13][F:14])[CH:7]=1. The catalyst class is: 3. (5) Reactant: [Cl:1][C:2]1[CH:3]=[CH:4][C:5]([S:8][C:9]2[CH:10]=[N:11][N:12](C3CCCCO3)[C:13]=2[C:14]2[CH:19]=[CH:18][C:17]([CH2:20]Cl)=[CH:16][CH:15]=2)=[N:6][CH:7]=1.[CH3:28][S:29]([OH:31])=[O:30].[Na].O.CN(C=O)C. Product: [Cl:1][C:2]1[CH:3]=[CH:4][C:5]([S:8][C:9]2[C:13]([C:14]3[CH:19]=[CH:18][C:17]([CH2:20][S:29]([CH3:28])(=[O:31])=[O:30])=[CH:16][CH:15]=3)=[N:12][NH:11][CH:10]=2)=[N:6][CH:7]=1. The catalyst class is: 25. (6) The catalyst class is: 9. Reactant: [CH3:1][C:2]1[N:3]=[C:4]([C:9]2[CH:14]=[CH:13][C:12]([C:15]([F:18])([F:17])[F:16])=[CH:11][CH:10]=2)[S:5][C:6]=1[CH:7]=[O:8].Br[C:20]([F:24])([F:23])[CH:21]=[CH2:22].Cl. Product: [F:23][C:20]([F:24])([CH:21]=[CH2:22])[CH:7]([C:6]1[S:5][C:4]([C:9]2[CH:10]=[CH:11][C:12]([C:15]([F:18])([F:16])[F:17])=[CH:13][CH:14]=2)=[N:3][C:2]=1[CH3:1])[OH:8]. (7) Reactant: [CH2:1]([O:3][C:4]1[CH:9]=[CH:8][N:7]=[C:6]([OH:10])[CH:5]=1)[CH3:2].C1C(=O)N([I:18])C(=O)C1. Product: [CH2:1]([O:3][C:4]1[C:9]([I:18])=[CH:8][N:7]=[C:6]([OH:10])[CH:5]=1)[CH3:2]. The catalyst class is: 3.